Dataset: Reaction yield outcomes from USPTO patents with 853,638 reactions. Task: Predict the reaction yield, written as a fraction of the theoretical maximum amount of product (1.0 means a 100% yield; for example, 0.34 means a 34% yield). (1) The reactants are [OH-].[Na+].[C:3]([O:7][C:8](=[O:40])[NH:9][C@H:10]1[CH2:15][CH2:14][C@H:13]([C:16]([CH2:31][NH:32][CH2:33][C:34]2[CH:39]=[CH:38][CH:37]=[CH:36][CH:35]=2)=[CH:17][C:18]2[C:27]3[C:22](=[CH:23][CH:24]=[C:25]([O:28][CH3:29])[N:26]=3)[N:21]=[CH:20][C:19]=2Cl)[CH2:12][CH2:11]1)([CH3:6])([CH3:5])[CH3:4].C(OCC)(=O)C. The catalyst is O.O1CCCC1. The product is [C:3]([O:7][C:8](=[O:40])[NH:9][C@H:10]1[CH2:15][CH2:14][C@H:13]([C:16]2[CH2:31][N:32]([CH2:33][C:34]3[CH:39]=[CH:38][CH:37]=[CH:36][CH:35]=3)[C:19]3[CH:20]=[N:21][C:22]4[C:27]([C:18]=3[CH:17]=2)=[N:26][C:25]([O:28][CH3:29])=[CH:24][CH:23]=4)[CH2:12][CH2:11]1)([CH3:6])([CH3:5])[CH3:4]. The yield is 0.590. (2) The reactants are Br[C:2]1[CH:3]=[C:4]([NH:10][C:11]2[CH:16]=[CH:15][C:14]([O:17][CH:18]3[CH2:21][N:20]([CH3:22])[CH2:19]3)=[CH:13][N:12]=2)[C:5](=[O:9])[N:6]([CH3:8])[CH:7]=1.[C:23]([O:26][CH2:27][C:28]1[C:33]([N:34]2[CH2:46][CH2:45][N:37]3[C:38]4[CH2:39][CH2:40][CH2:41][CH2:42][C:43]=4[CH:44]=[C:36]3[C:35]2=[O:47])=[CH:32][C:31]([F:48])=[CH:30][C:29]=1B1OC(C)(C)C(C)(C)O1)(=[O:25])[CH3:24].[O-]P([O-])([O-])=O.[K+].[K+].[K+].CC([O-])=O.[Na+]. The catalyst is CC#N.O.C1C=CC(P(C2C=CC=CC=2)[C-]2C=CC=C2)=CC=1.C1C=CC(P(C2C=CC=CC=2)[C-]2C=CC=C2)=CC=1.Cl[Pd]Cl.[Fe+2]. The product is [C:23]([O:26][CH2:27][C:28]1[C:33]([N:34]2[CH2:46][CH2:45][N:37]3[C:38]4[CH2:39][CH2:40][CH2:41][CH2:42][C:43]=4[CH:44]=[C:36]3[C:35]2=[O:47])=[CH:32][C:31]([F:48])=[CH:30][C:29]=1[C:2]1[CH:3]=[C:4]([NH:10][C:11]2[CH:16]=[CH:15][C:14]([O:17][CH:18]3[CH2:21][N:20]([CH3:22])[CH2:19]3)=[CH:13][N:12]=2)[C:5](=[O:9])[N:6]([CH3:8])[CH:7]=1)(=[O:25])[CH3:24]. The yield is 0.700. (3) The yield is 0.570. The reactants are [Si:1]([O:8][C:9]1[CH:10]=[CH:11][CH:12]=[C:13]2[C:18]=1[N:17]=[C:16]([CH:19]=O)[CH:15]=[CH:14]2)([C:4]([CH3:7])([CH3:6])[CH3:5])([CH3:3])[CH3:2].[F:21][C:22]1[CH:23]=[CH:24][C:25]([NH:28][NH2:29])=[N:26][CH:27]=1.C(O)(=O)C.C(O)(=O)C.IC1C=CC=CC=1. The catalyst is O.C(Cl)Cl. The product is [Si:1]([O:8][C:9]1[CH:10]=[CH:11][CH:12]=[C:13]2[C:18]=1[N:17]=[C:16]([C:19]1[N:26]3[CH:27]=[C:22]([F:21])[CH:23]=[CH:24][C:25]3=[N:28][N:29]=1)[CH:15]=[CH:14]2)([C:4]([CH3:7])([CH3:6])[CH3:5])([CH3:3])[CH3:2].